Dataset: Forward reaction prediction with 1.9M reactions from USPTO patents (1976-2016). Task: Predict the product of the given reaction. (1) Given the reactants Cl.[CH3:2][O:3][C:4]([C:6]1[N:7]([CH2:24][CH:25]2[CH2:30][CH2:29][NH:28][CH2:27][CH2:26]2)[C:8](=[O:23])[C:9]2[C:14]([C:15]=1[C:16]1[CH:21]=[CH:20][CH:19]=[CH:18][CH:17]=1)=[CH:13][C:12]([Br:22])=[CH:11][CH:10]=2)=[O:5].C(N(CC)CC)C.[CH3:38][N:39]=[C:40]=[O:41], predict the reaction product. The product is: [CH3:2][O:3][C:4]([C:6]1[N:7]([CH2:24][CH:25]2[CH2:30][CH2:29][N:28]([C:40](=[O:41])[NH:39][CH3:38])[CH2:27][CH2:26]2)[C:8](=[O:23])[C:9]2[C:14]([C:15]=1[C:16]1[CH:21]=[CH:20][CH:19]=[CH:18][CH:17]=1)=[CH:13][C:12]([Br:22])=[CH:11][CH:10]=2)=[O:5]. (2) Given the reactants C1(P(=O)(C2C=CC=CC=2)C2C=CC=CC=2)C=CC=CC=1.FC(F)(F)S(OS(C(F)(F)F)(=O)=O)(=O)=O.[CH3:36][O:37][C:38](=[O:77])[C@H:39]([CH2:68][S:69]CC1C=CC=CC=1)[NH:40][C:41]([C:43]1[NH:44][C:45]2[C:50]([CH:51]=1)=[CH:49][C:48]([O:52][CH2:53][CH2:54][O:55][CH3:56])=[CH:47][C:46]=2[N:57]([CH3:67])[S:58]([C:61]1[CH:66]=[CH:65][CH:64]=[CH:63][N:62]=1)(=[O:60])=[O:59])=O.C1(SC)C=CC=CC=1.C(=O)([O-])O.[Na+], predict the reaction product. The product is: [CH3:56][O:55][CH2:54][CH2:53][O:52][C:48]1[CH:49]=[C:50]2[C:45](=[C:46]([N:57]([CH3:67])[S:58]([C:61]3[CH:66]=[CH:65][CH:64]=[CH:63][N:62]=3)(=[O:60])=[O:59])[CH:47]=1)[NH:44][C:43]([C:41]1[S:69][CH2:68][C@@H:39]([C:38]([O:37][CH3:36])=[O:77])[N:40]=1)=[CH:51]2. (3) Given the reactants [Br:1][C:2]1[CH:3]=[C:4]([C:13]2[N:17]([C:18]3[CH:19]=[N:20][CH:21]=[C:22]([F:24])[CH:23]=3)[N:16]=[C:15]([C:25](O)=[O:26])[CH:14]=2)[CH:5]=[C:6]([O:8][C:9]([F:12])([F:11])[F:10])[CH:7]=1.ClC1C=C(C2N(C3C=CC=CN=3)N=C([C:47]([N:49]3[CH2:53][C:52](=[O:54])[NH:51][CH2:50]3)=O)C=2)C=C(F)C=1.O=C1CNCCN1, predict the reaction product. The product is: [Br:1][C:2]1[CH:3]=[C:4]([C:13]2[N:17]([C:18]3[CH:19]=[N:20][CH:21]=[C:22]([F:24])[CH:23]=3)[N:16]=[C:15]([C:25]([N:49]3[CH2:47][CH2:50][NH:51][C:52](=[O:54])[CH2:53]3)=[O:26])[CH:14]=2)[CH:5]=[C:6]([O:8][C:9]([F:11])([F:12])[F:10])[CH:7]=1. (4) Given the reactants [F:1][C:2]1[CH:3]=[C:4]([CH:17]=[C:18]([F:31])[C:19]=1[O:20][C:21]1[CH:22]=[N:23][C:24]([C:27]([F:30])([F:29])[F:28])=[N:25][CH:26]=1)[CH2:5][CH2:6][O:7][C:8]1[NH:9][CH:10]=[C:11]([CH2:15][CH3:16])[C:12](=[O:14])[N:13]=1.[CH3:32]CN(C(C)C)C(C)C.CI, predict the reaction product. The product is: [F:31][C:18]1[CH:17]=[C:4]([CH:3]=[C:2]([F:1])[C:19]=1[O:20][C:21]1[CH:26]=[N:25][C:24]([C:27]([F:29])([F:30])[F:28])=[N:23][CH:22]=1)[CH2:5][CH2:6][O:7][C:8]1[N:9]([CH3:32])[CH:10]=[C:11]([CH2:15][CH3:16])[C:12](=[O:14])[N:13]=1. (5) Given the reactants [NH:1]1[C:9]2[C:4](=[CH:5][CH:6]=[CH:7][CH:8]=2)[CH:3]=[CH:2]1.Br.Br[CH2:12][CH2:13][C:14]1[CH:19]=[CH:18][CH:17]=[CH:16][N:15]=1, predict the reaction product. The product is: [N:15]1[CH:16]=[CH:17][CH:18]=[CH:19][C:14]=1[CH2:13][CH2:12][N:1]1[C:9]2[C:4](=[CH:5][CH:6]=[CH:7][CH:8]=2)[CH:3]=[CH:2]1. (6) Given the reactants [CH3:1][O:2][C:3](=[O:27])[CH2:4][CH2:5][CH2:6][CH2:7][CH2:8][O:9][C:10]1[CH:11]=[CH:12][C:13]2[N:17]=[C:16](Cl)[N:15]([C:19]3[CH:24]=[CH:23][C:22]([CH3:25])=[CH:21][CH:20]=3)[C:14]=2[CH:26]=1.C(=O)([O-])[O-].[K+].[K+].[C:34]1([SH:40])[CH:39]=[CH:38][CH:37]=[CH:36][CH:35]=1.[Cl-].[NH4+], predict the reaction product. The product is: [CH3:1][O:2][C:3](=[O:27])[CH2:4][CH2:5][CH2:6][CH2:7][CH2:8][O:9][C:10]1[CH:11]=[CH:12][C:13]2[N:17]=[C:16]([S:40][C:34]3[CH:39]=[CH:38][CH:37]=[CH:36][CH:35]=3)[N:15]([C:19]3[CH:24]=[CH:23][C:22]([CH3:25])=[CH:21][CH:20]=3)[C:14]=2[CH:26]=1. (7) Given the reactants [O-:1][Mn](=O)(=O)=O.[K+].[Cl:7][C:8]1[CH:27]=[CH:26][C:11]([C:12]([C:14]2[CH:15]=[C:16]3[C:21](=[CH:22][CH:23]=2)[N:20]=[CH:19][CH:18]=[C:17]3[CH:24]=[O:25])=[O:13])=[CH:10][CH:9]=1, predict the reaction product. The product is: [Cl:7][C:8]1[CH:27]=[CH:26][C:11]([C:12]([C:14]2[CH:15]=[C:16]3[C:21](=[CH:22][CH:23]=2)[N:20]=[CH:19][CH:18]=[C:17]3[C:24]([OH:1])=[O:25])=[O:13])=[CH:10][CH:9]=1.